This data is from Catalyst prediction with 721,799 reactions and 888 catalyst types from USPTO. The task is: Predict which catalyst facilitates the given reaction. (1) Reactant: [NH2:1][CH2:2][C:3]1[CH:11]=[CH:10][C:6]([C:7]([OH:9])=[O:8])=[CH:5][CH:4]=1.[C:12](=[O:15])([O-])[O-:13].[K+].[K+].O.C(O)(=O)[CH2:20][C:21]([CH2:26]C(O)=O)([C:23](O)=O)O. Product: [C:21]([O:13][C:12]([NH:1][CH2:2][C:3]1[CH:4]=[CH:5][C:6]([C:7]([OH:9])=[O:8])=[CH:10][CH:11]=1)=[O:15])([CH3:26])([CH3:23])[CH3:20]. The catalyst class is: 6. (2) Product: [ClH:17].[ClH:17].[NH:2]=[C:1]([N:12]1[CH2:16][CH2:15][CH2:14][CH2:13]1)[C:3]1[CH:11]=[CH:10][C:6]([C:7]([OH:9])=[O:8])=[CH:5][N:4]=1. The catalyst class is: 8. Reactant: [C:1]([C:3]1[CH:11]=[CH:10][C:6]([C:7]([OH:9])=[O:8])=[CH:5][N:4]=1)#[N:2].[NH:12]1[CH2:16][CH2:15][CH2:14][CH2:13]1.[ClH:17].O1CCOCC1.